Dataset: Catalyst prediction with 721,799 reactions and 888 catalyst types from USPTO. Task: Predict which catalyst facilitates the given reaction. (1) Reactant: Br[C:2]1[N:7]=[C:6]([CH3:8])[N:5]=[C:4]([NH2:9])[C:3]=1[C:10]1[CH:15]=[CH:14][CH:13]=[CH:12][CH:11]=1.[CH:16]([C:18]1[CH:23]=[CH:22][C:21](B(O)O)=[CH:20][CH:19]=1)=[O:17].C([O-])([O-])=O.[Cs+].[Cs+]. The catalyst class is: 75. Product: [NH2:9][C:4]1[N:5]=[C:6]([CH3:8])[N:7]=[C:2]([C:21]2[CH:22]=[CH:23][C:18]([CH:16]=[O:17])=[CH:19][CH:20]=2)[C:3]=1[C:10]1[CH:15]=[CH:14][CH:13]=[CH:12][CH:11]=1. (2) Reactant: [Cl:1][C:2]1[CH:7]=[CH:6][CH:5]=[C:4]([Cl:8])[C:3]=1[C:9]1[NH:13][C:12](=[O:14])[N:11]([C:15]2[CH:24]=[CH:23][C:18]([C:19](OC)=O)=[C:17]([O:25][CH3:26])[CH:16]=2)[N:10]=1.[F:27][C:28]([F:38])([F:37])[C:29]1[CH:30]=[C:31]([NH2:36])[C:32]([NH2:35])=[CH:33][CH:34]=1.C[Al](C)C. Product: [Cl:8][C:4]1[CH:5]=[CH:6][CH:7]=[C:2]([Cl:1])[C:3]=1[C:9]1[NH:13][C:12](=[O:14])[N:11]([C:15]2[CH:24]=[CH:23][C:18]([C:19]3[NH:35][C:32]4[CH:33]=[CH:34][C:29]([C:28]([F:27])([F:37])[F:38])=[CH:30][C:31]=4[N:36]=3)=[C:17]([O:25][CH3:26])[CH:16]=2)[N:10]=1. The catalyst class is: 11. (3) Reactant: [CH2:1]([OH:5])[CH2:2][CH:3]=C.[CH:6]1([CH:11]=[O:12])[CH2:10][CH2:9][CH2:8][CH2:7]1.F[C:14](F)(F)C(O)=O.C(=O)([O-])[O-].[Na+].[Na+]. Product: [CH:6]1([CH:11]2[CH2:14][CH:1]([OH:5])[CH2:2][CH2:3][O:12]2)[CH2:10][CH2:9][CH2:8][CH2:7]1. The catalyst class is: 2. (4) Reactant: [OH:1][C:2]1[CH:6]=[C:5]([N:7]2[C:11]3[CH:12]=[N:13][CH:14]=[CH:15][C:10]=3[N:9]=[CH:8]2)[S:4][C:3]=1[C:16]([O:18]C)=O.[Cl:20][C:21]1[CH:26]=[CH:25][CH:24]=[CH:23][C:22]=1[C@@H:27](O)[CH3:28].C1(P(C2C=CC=CC=2)C2C=CC=CC=2)C=CC=CC=1.[N:49](C(OC(C)C)=O)=NC(OC(C)C)=O. Product: [Cl:20][C:21]1[CH:26]=[CH:25][CH:24]=[CH:23][C:22]=1[C@H:27]([O:1][C:2]1[CH:6]=[C:5]([N:7]2[C:11]3[CH:12]=[N:13][CH:14]=[CH:15][C:10]=3[N:9]=[CH:8]2)[S:4][C:3]=1[C:16]([NH2:49])=[O:18])[CH3:28]. The catalyst class is: 1. (5) Reactant: OS(O)(=O)=O.O=S(=O)=O.[C:10]([O:22][CH3:23])(=[O:21])[C:11]1[CH:20]=[CH:19][C:14]([C:15]([O:17][CH3:18])=[O:16])=[CH:13][CH:12]=1.[CH2:24]=O. Product: [CH2:23]([O:22][C:10]([C:11]1[CH:20]=[C:19]2[C:14](=[CH:13][CH:12]=1)[C:15](=[O:16])[O:17][CH2:18]2)=[O:21])[CH3:24]. The catalyst class is: 8. (6) Reactant: C([O:3][CH:4](OCC)[C:5]1[CH:10]=[CH:9][C:8]([CH2:11][N:12]([CH3:14])[CH3:13])=[CH:7][CH:6]=1)C.Cl.CO. Product: [CH3:14][N:12]([CH2:11][C:8]1[CH:7]=[CH:6][C:5]([CH:4]=[O:3])=[CH:10][CH:9]=1)[CH3:13]. The catalyst class is: 5. (7) Product: [OH:11][CH2:10][CH2:9][C:5]1[CH:4]=[C:3]([CH:8]=[CH:7][CH:6]=1)[CH2:2][N:27]1[CH2:28][CH2:29][C:24]2([O:19][CH2:20][CH2:21][N:22]([C:30]([C:32]3[N:33]=[C:34]([C:37]([F:38])([F:39])[F:40])[S:35][CH:36]=3)=[O:31])[CH2:23]2)[CH2:25][CH2:26]1. Reactant: Br[CH2:2][C:3]1[CH:4]=[C:5]([CH2:9][CH2:10][OH:11])[CH:6]=[CH:7][CH:8]=1.FC(F)(F)C(O)=O.[O:19]1[C:24]2([CH2:29][CH2:28][NH:27][CH2:26][CH2:25]2)[CH2:23][N:22]([C:30]([C:32]2[N:33]=[C:34]([C:37]([F:40])([F:39])[F:38])[S:35][CH:36]=2)=[O:31])[CH2:21][CH2:20]1.C(N(CC)CC)C. The catalyst class is: 10.